Dataset: Peptide-MHC class II binding affinity with 134,281 pairs from IEDB. Task: Regression. Given a peptide amino acid sequence and an MHC pseudo amino acid sequence, predict their binding affinity value. This is MHC class II binding data. (1) The peptide sequence is PQHMLMRVAVGIHQW. The MHC is DRB5_0101 with pseudo-sequence DRB5_0101. The binding affinity (normalized) is 0.490. (2) The peptide sequence is EPGHLAPTGMFVAAA. The MHC is DRB1_0405 with pseudo-sequence DRB1_0405. The binding affinity (normalized) is 0.359. (3) The peptide sequence is GKLYSILKIQSPLFT. The MHC is HLA-DPA10301-DPB10402 with pseudo-sequence HLA-DPA10301-DPB10402. The binding affinity (normalized) is 0.442. (4) The peptide sequence is GELQIDDKIDAAFKI. The binding affinity (normalized) is 0.426. The MHC is DRB1_0401 with pseudo-sequence DRB1_0401. (5) The peptide sequence is EVAFGLVCATCEQIA. The MHC is DRB1_0701 with pseudo-sequence DRB1_0701. The binding affinity (normalized) is 0.364.